From a dataset of Full USPTO retrosynthesis dataset with 1.9M reactions from patents (1976-2016). Predict the reactants needed to synthesize the given product. (1) Given the product [C:25]([O:28][C:29]([NH:1][CH2:2]/[CH:3]=[CH:4]/[C:5]([O:7][CH3:8])=[O:6])=[O:30])([CH3:27])([CH3:26])[CH3:24], predict the reactants needed to synthesize it. The reactants are: [NH2:1][CH2:2]/[CH:3]=[CH:4]/[C:5]([O:7][CH3:8])=[O:6].CCN(C(C)C)C(C)C.O1CCOCC1.[CH3:24][C:25]([O:28][C:29](O[C:29]([O:28][C:25]([CH3:27])([CH3:26])[CH3:24])=[O:30])=[O:30])([CH3:27])[CH3:26]. (2) Given the product [CH2:20]([N:22]([CH2:23][CH3:24])[C:17]([CH:13]1[O:14][CH2:15][CH2:16][N:11]([C:9]([O:8][CH2:1][C:2]2[CH:3]=[CH:4][CH:5]=[CH:6][CH:7]=2)=[O:10])[CH2:12]1)=[O:19])[CH3:21], predict the reactants needed to synthesize it. The reactants are: [CH2:1]([O:8][C:9]([N:11]1[CH2:16][CH2:15][O:14][CH:13]([C:17]([OH:19])=O)[CH2:12]1)=[O:10])[C:2]1[CH:7]=[CH:6][CH:5]=[CH:4][CH:3]=1.[CH2:20]([NH:22][CH2:23][CH3:24])[CH3:21]. (3) Given the product [CH:11]1([O:9][C:8]([C:5]2[CH:4]=[CH:3][C:2](=[O:1])[N:7]([CH:11]3[CH2:15][CH2:14][CH2:13][CH2:12]3)[N:6]=2)=[O:10])[CH2:15][CH2:14][CH2:13][CH2:12]1, predict the reactants needed to synthesize it. The reactants are: [O:1]=[C:2]1[NH:7][N:6]=[C:5]([C:8]([OH:10])=[O:9])[CH:4]=[CH:3]1.[CH:11]1(I)[CH2:15][CH2:14][CH2:13][CH2:12]1.C(=O)([O-])[O-].[K+].[K+].C(Cl)Cl. (4) Given the product [OH:21][C:19]1[CH:18]=[CH:17][C:16]([O:22][CH3:23])=[C:15]([CH2:14][CH2:13][C:12](=[O:24])[CH2:11][C:10](=[O:25])[CH2:9][CH2:8][C:6]2[CH:7]=[C:2]([OH:1])[CH:3]=[CH:4][C:5]=2[O:26][CH3:27])[CH:20]=1, predict the reactants needed to synthesize it. The reactants are: [OH:1][C:2]1[CH:3]=[CH:4][C:5]([O:26][CH3:27])=[C:6](/[CH:8]=[CH:9]/[C:10](=[O:25])[CH2:11][C:12](=[O:24])/[CH:13]=[CH:14]/[C:15]2[CH:20]=[C:19]([OH:21])[CH:18]=[CH:17][C:16]=2[O:22][CH3:23])[CH:7]=1.CN(C)C1C=CC(/C=C/C(=O)CC(=O)/C=C/C2C=CC(O)=C(OC)C=2)=CC=1. (5) Given the product [C:29]([N:18]1[C:17](=[O:33])[C:16]([NH:15][CH2:14][CH2:13][CH2:12][O:11][C:35]2[CH:36]=[C:37]([CH:41]=[CH:42][CH:43]=2)[C:38]([OH:40])=[O:39])=[C:20]([C:21]2[CH:22]=[CH:23][CH:24]=[CH:25][CH:26]=2)[S:19]1(=[O:28])=[O:27])([CH3:32])([CH3:30])[CH3:31], predict the reactants needed to synthesize it. The reactants are: CC1C=CC(S([O:11][CH2:12][CH2:13][CH2:14][NH:15][C:16]2[C:17](=[O:33])[N:18]([C:29]([CH3:32])([CH3:31])[CH3:30])[S:19](=[O:28])(=[O:27])[C:20]=2[C:21]2[CH:26]=[CH:25][CH:24]=[CH:23][CH:22]=2)(=O)=O)=CC=1.O[C:35]1[CH:36]=[C:37]([CH:41]=[CH:42][CH:43]=1)[C:38]([OH:40])=[O:39]. (6) Given the product [CH2:1]([N:13]([CH3:20])[CH2:14][CH2:15][C:16]([NH:18][C:21](=[O:22])[O:23][CH2:24][C:25]1[CH:30]=[CH:29][CH:28]=[CH:27][CH:26]=1)([CH3:19])[CH3:17])[CH2:2][CH2:3][CH2:4][CH2:5][CH2:6][CH2:7][CH2:8][CH2:9][CH2:10][CH2:11][CH3:12], predict the reactants needed to synthesize it. The reactants are: [CH2:1]([N:13]([CH3:20])[CH2:14][CH2:15][C:16]([CH3:19])([NH2:18])[CH3:17])[CH2:2][CH2:3][CH2:4][CH2:5][CH2:6][CH2:7][CH2:8][CH2:9][CH2:10][CH2:11][CH3:12].[C:21](ON1C(=O)CCC1=O)([O:23][CH2:24][C:25]1[CH:30]=[CH:29][CH:28]=[CH:27][CH:26]=1)=[O:22]. (7) Given the product [C:1]1([C:7]2[C:16]3[C:11](=[CH:12][CH:13]=[CH:14][CH:15]=3)[N:10]=[CH:9][C:8]=2[CH:17]([NH2:19])[CH3:18])[CH:2]=[CH:3][CH:4]=[CH:5][CH:6]=1, predict the reactants needed to synthesize it. The reactants are: [C:1]1([C:7]2[C:16]3[C:11](=[CH:12][CH:13]=[CH:14][CH:15]=3)[N:10]=[CH:9][C:8]=2[CH:17]([N:19]2C(=O)C3C(=CC=CC=3)C2=O)[CH3:18])[CH:6]=[CH:5][CH:4]=[CH:3][CH:2]=1.O.NN. (8) The reactants are: [F:1][C:2]1[CH:7]=[C:6]([I:8])[CH:5]=[CH:4][C:3]=1[NH:9][C:10]1[CH:18]=[N:17][CH:16]=[CH:15][C:11]=1[C:12]([OH:14])=O.[N:19]1([NH2:25])[CH2:24][CH2:23][O:22][CH2:21][CH2:20]1. Given the product [F:1][C:2]1[CH:7]=[C:6]([I:8])[CH:5]=[CH:4][C:3]=1[NH:9][C:10]1[CH:18]=[N:17][CH:16]=[CH:15][C:11]=1[C:12]([NH:25][N:19]1[CH2:24][CH2:23][O:22][CH2:21][CH2:20]1)=[O:14], predict the reactants needed to synthesize it.